From a dataset of Forward reaction prediction with 1.9M reactions from USPTO patents (1976-2016). Predict the product of the given reaction. (1) Given the reactants [C:1]([O:5][C:6](=[O:19])[NH:7][C:8]1[CH:13]=[C:12]([Cl:14])[C:11](I)=[CH:10][C:9]=1[N+:16]([O-:18])=[O:17])([CH3:4])([CH3:3])[CH3:2].[F:20][C:21]1[CH:26]=[CH:25][CH:24]=[CH:23][C:22]=1B(O)O, predict the reaction product. The product is: [C:1]([O:5][C:6](=[O:19])[NH:7][C:8]1[C:9]([N+:16]([O-:18])=[O:17])=[CH:10][C:11]([C:22]2[CH:23]=[CH:24][CH:25]=[CH:26][C:21]=2[F:20])=[C:12]([Cl:14])[CH:13]=1)([CH3:4])([CH3:3])[CH3:2]. (2) Given the reactants I[C:2]1[C:7]([CH3:8])=[CH:6][C:5]([NH:9][C:10]([CH:12]2[CH:16]([C:17]3[CH:22]=[CH:21][CH:20]=[C:19]([Cl:23])[C:18]=3[F:24])[C:15]([C:27]3[CH:32]=[CH:31][C:30]([Cl:33])=[CH:29][C:28]=3[F:34])([C:25]#[N:26])[CH:14]([CH2:35][C:36]([CH3:39])([CH3:38])[CH3:37])[NH:13]2)=[O:11])=[C:4]([CH3:40])[CH:3]=1.O.[C:42](=O)([O-:44])[O-:43].[K+].[K+].[C]=O, predict the reaction product. The product is: [Cl:33][C:30]1[CH:31]=[CH:32][C:27]([C@@:15]2([C:25]#[N:26])[C@H:14]([CH2:35][C:36]([CH3:39])([CH3:38])[CH3:37])[NH:13][C@@H:12]([C:10]([NH:9][C:5]3[C:4]([CH3:40])=[CH:3][C:2]([C:42]([OH:44])=[O:43])=[C:7]([CH3:8])[CH:6]=3)=[O:11])[C@@H:16]2[C:17]2[CH:22]=[CH:21][CH:20]=[C:19]([Cl:23])[C:18]=2[F:24])=[C:28]([F:34])[CH:29]=1.